This data is from Reaction yield outcomes from USPTO patents with 853,638 reactions. The task is: Predict the reaction yield, written as a fraction of the theoretical maximum amount of product (1.0 means a 100% yield; for example, 0.34 means a 34% yield). (1) The reactants are [H-].[Na+].[Br:3][C:4]1[N:5]=[C:6]([C:11]#[C:12][CH3:13])[C:7]([NH2:10])=[N:8][CH:9]=1.[C:14]1([CH3:24])[CH:19]=[CH:18][C:17]([S:20](Cl)(=[O:22])=[O:21])=[CH:16][CH:15]=1.Cl. The catalyst is CN1C(=O)CCC1. The product is [Br:3][C:4]1[N:5]=[C:6]2[CH:11]=[C:12]([CH3:13])[N:10]([S:20]([C:17]3[CH:18]=[CH:19][C:14]([CH3:24])=[CH:15][CH:16]=3)(=[O:22])=[O:21])[C:7]2=[N:8][CH:9]=1. The yield is 0.740. (2) The reactants are [Br:1][C:2]1[CH:7]=[CH:6][C:5]([O:8][CH3:9])=[CH:4][C:3]=1[CH3:10].[Br:11]N1C(=O)CCC1=O. The catalyst is C(OOC(=O)C1C=CC=CC=1)(=O)C1C=CC=CC=1.C(Cl)Cl. The product is [Br:1][C:2]1[CH:7]=[CH:6][C:5]([O:8][CH3:9])=[CH:4][C:3]=1[CH2:10][Br:11]. The yield is 0.700. (3) The reactants are [CH2:1]([O:5][C:6]1[CH:11]=[CH:10][C:9]([CH2:12]C(O)=O)=[CH:8][CH:7]=1)[CH2:2][CH2:3][CH3:4].Cl.C(N=C=[N:21][CH2:22][CH2:23][CH2:24][N:25]([CH3:27])[CH3:26])C.O.O[N:30]1[C:34]2C=CC=[CH:38][C:33]=2N=N1.[CH3:39][N:40]([CH3:43])[CH:41]=[O:42]. The catalyst is C(OCC)(=O)C. The product is [CH2:1]([O:5][C:6]1[CH:7]=[CH:8][C:9]([CH2:12][C:41]([N:40]2[CH2:43][CH2:26][N:25]([C:24]3[N:30]=[CH:34][CH:33]=[CH:38][C:23]=3[C:22]#[N:21])[CH2:27][CH2:39]2)=[O:42])=[CH:10][CH:11]=1)[CH2:2][CH2:3][CH3:4]. The yield is 0.940. (4) The yield is 0.435. The product is [C:1]([N:4]1[C:13]2[C:8](=[CH:9][C:10]([C:14]3[CH:22]=[CH:21][C:17]([C:18]([NH:53][CH2:54][C@H:55]([OH:58])[CH2:56][OH:57])=[O:19])=[CH:16][CH:15]=3)=[CH:11][CH:12]=2)[C@H:7]([NH:23][C:24]2[CH:29]=[CH:28][CH:27]=[CH:26][N:25]=2)[CH2:6][C@@H:5]1[CH3:30])(=[O:3])[CH3:2]. The reactants are [C:1]([N:4]1[C:13]2[C:8](=[CH:9][C:10]([C:14]3[CH:22]=[CH:21][C:17]([C:18](O)=[O:19])=[CH:16][CH:15]=3)=[CH:11][CH:12]=2)[C@H:7]([NH:23][C:24]2[CH:29]=[CH:28][CH:27]=[CH:26][N:25]=2)[CH2:6][C@@H:5]1[CH3:30])(=[O:3])[CH3:2].C(Cl)CCl.C1C=CC2N(O)N=NC=2C=1.C(N1CCOCC1)C.[NH2:53][CH2:54][C@H:55]([OH:58])[CH2:56][OH:57]. The catalyst is CN(C=O)C.CCOCC. (5) The reactants are [N:1]1([C:7](Cl)=[O:8])[CH2:6][CH2:5][O:4][CH2:3][CH2:2]1.[F:10][C:11]1[CH:16]=[CH:15][CH:14]=[CH:13][C:12]=1[C:17]1[C:29]2[C:28]3[C:23](=[CH:24][C:25]([OH:30])=[CH:26][CH:27]=3)[NH:22][C:21]=2[C:20]([C:31]([NH2:33])=[O:32])=[CH:19][CH:18]=1. The catalyst is N1C=CC=CC=1.CCOC(C)=O. The product is [N:1]1([C:7]([O:30][C:25]2[CH:26]=[CH:27][C:28]3[C:29]4[C:21](=[C:20]([C:31](=[O:32])[NH2:33])[CH:19]=[CH:18][C:17]=4[C:12]4[CH:13]=[CH:14][CH:15]=[CH:16][C:11]=4[F:10])[NH:22][C:23]=3[CH:24]=2)=[O:8])[CH2:6][CH2:5][O:4][CH2:3][CH2:2]1. The yield is 0.270. (6) The reactants are C(N(CC)CC)C.I[C:9]1[CH:14]=[CH:13][CH:12]=[CH:11][C:10]=1[I:15].[CH2:16]([N:20]1[C:28](=[O:29])[C:27]2[C:22](=[CH:23][CH:24]=[CH:25][CH:26]=2)[C:21]1=[O:30])[CH2:17][C:18]#[CH:19]. The catalyst is O1CCCC1.[Cu]I.[Pd](Cl)Cl.C1(P(C2C=CC=CC=2)C2C=CC=CC=2)C=CC=CC=1.C1(P(C2C=CC=CC=2)C2C=CC=CC=2)C=CC=CC=1. The product is [I:15][C:10]1[CH:11]=[CH:12][C:13]([C:19]#[C:18][CH2:17][CH2:16][N:20]2[C:28](=[O:29])[C:27]3[C:22](=[CH:23][CH:24]=[CH:25][CH:26]=3)[C:21]2=[O:30])=[CH:14][CH:9]=1. The yield is 0.510. (7) The reactants are C(OC(C1CCCN1C(=O)C(NC(=O)C1C=CC(N)=C(Cl)C=1)C)=O)(C)(C)C.[O:28]=[C:29]1[O:33][CH:32]([O:34][CH2:35][CH2:36][C:37]2C=CC=C[CH:38]=2)[CH:31]([NH:43][C:44]([CH:46]2[CH2:50][CH2:49][CH2:48][N:47]2[C:51](=[O:65])[CH:52]([NH:54][C:55](=[O:64])[C:56]2[CH:61]=[CH:60][C:59]([NH2:62])=[C:58]([Cl:63])[CH:57]=2)[CH3:53])=[O:45])[CH2:30]1. No catalyst specified. The product is [CH2:35]([O:34][CH:32]1[CH:31]([NH:43][C:44]([CH:46]2[CH2:50][CH2:49][CH2:48][N:47]2[C:51](=[O:65])[CH:52]([NH:54][C:55](=[O:64])[C:56]2[CH:61]=[CH:60][C:59]([NH2:62])=[C:58]([Cl:63])[CH:57]=2)[CH3:53])=[O:45])[CH2:30][C:29](=[O:28])[O:33]1)[CH2:36][CH2:37][CH3:38]. The yield is 0.480. (8) The product is [C:1]([O:5][C:6]([NH:8][CH2:9][C:10]1[N:11]([CH2:35][CH:36]([CH3:38])[CH3:37])[C:12](=[O:34])[C:13]2[C:18]([C:19]=1[C:20]1[CH:21]=[CH:22][CH:23]=[CH:24][CH:25]=1)=[CH:17][C:16]([O:26][C:27]([CH3:33])([CH3:32])[C:28]([OH:30])=[O:29])=[CH:15][CH:14]=2)=[O:7])([CH3:4])([CH3:3])[CH3:2]. The reactants are [C:1]([O:5][C:6]([NH:8][CH2:9][C:10]1[N:11]([CH2:35][CH:36]([CH3:38])[CH3:37])[C:12](=[O:34])[C:13]2[C:18]([C:19]=1[C:20]1[CH:25]=[CH:24][CH:23]=[CH:22][CH:21]=1)=[CH:17][C:16]([O:26][C:27]([CH3:33])([CH3:32])[C:28]([O:30]C)=[O:29])=[CH:15][CH:14]=2)=[O:7])([CH3:4])([CH3:3])[CH3:2].[OH-].[Na+].O.Cl. The catalyst is O1CCCC1.CO. The yield is 0.914. (9) The product is [C:39]([C:23]1[CH:22]=[C:21]([CH:17]2[O:18][CH2:19][CH2:20][NH:15][CH2:16]2)[CH:26]=[CH:25][C:24]=1[NH:27][C:28]([NH:30][C:31]1[CH:36]=[CH:35][CH:34]=[C:33]([C:37]#[N:38])[CH:32]=1)=[O:29])#[N:40]. The reactants are FC(F)(F)C(O)=O.C(OC([N:15]1[CH2:20][CH2:19][O:18][CH:17]([C:21]2[CH:26]=[CH:25][C:24]([NH:27][C:28]([NH:30][C:31]3[CH:36]=[CH:35][CH:34]=[C:33]([C:37]#[N:38])[CH:32]=3)=[O:29])=[C:23]([C:39]#[N:40])[CH:22]=2)[CH2:16]1)=O)(C)(C)C.[OH-].[Na+]. The yield is 0.520. The catalyst is O.C(#N)C. (10) The catalyst is CN(C=O)C.O.C1C=CC([P]([Pd]([P](C2C=CC=CC=2)(C2C=CC=CC=2)C2C=CC=CC=2)([P](C2C=CC=CC=2)(C2C=CC=CC=2)C2C=CC=CC=2)[P](C2C=CC=CC=2)(C2C=CC=CC=2)C2C=CC=CC=2)(C2C=CC=CC=2)C2C=CC=CC=2)=CC=1. The yield is 0.580. The product is [CH3:1][NH:2][S:3]([C:6]1[CH:11]=[CH:10][C:9]([C:24]2[N:23]=[C:22]([NH:21][C:20](=[O:29])[O:19][C:15]([CH3:17])([CH3:16])[CH3:18])[CH:27]=[CH:26][CH:25]=2)=[CH:8][CH:7]=1)(=[O:5])=[O:4]. The reactants are [CH3:1][NH:2][S:3]([C:6]1[CH:11]=[CH:10][C:9](B(O)O)=[CH:8][CH:7]=1)(=[O:5])=[O:4].[C:15]([O:19][C:20](=[O:29])[NH:21][C:22]1[CH:27]=[CH:26][CH:25]=[C:24](Br)[N:23]=1)([CH3:18])([CH3:17])[CH3:16].C([O-])([O-])=O.[K+].[K+].